This data is from Forward reaction prediction with 1.9M reactions from USPTO patents (1976-2016). The task is: Predict the product of the given reaction. (1) Given the reactants [Br:1][C:2]1[CH:3]=[CH:4][C:5]2[O:9][C:8]([C:10]([OH:12])=O)=[CH:7][C:6]=2[CH:13]=1.S(Cl)(Cl)=O.N1C=CC=CC=1.[C:24]([NH:31][C:32]1[CH:37]=[CH:36][CH:35]=[CH:34][C:33]=1[NH2:38])([O:26][C:27]([CH3:30])([CH3:29])[CH3:28])=[O:25], predict the reaction product. The product is: [C:27]([O:26][C:24](=[O:25])[NH:31][C:32]1[CH:37]=[CH:36][CH:35]=[CH:34][C:33]=1[NH:38][C:10]([C:8]1[O:9][C:5]2[CH:4]=[CH:3][C:2]([Br:1])=[CH:13][C:6]=2[CH:7]=1)=[O:12])([CH3:30])([CH3:28])[CH3:29]. (2) Given the reactants [OH:1][CH2:2][C@@H:3]([NH:13]C(=O)OC(C)(C)C)[CH2:4][C:5]1[CH:10]=[CH:9][N:8]=[C:7]([O:11][CH3:12])[CH:6]=1.CO.Cl, predict the reaction product. The product is: [NH2:13][C@@H:3]([CH2:4][C:5]1[CH:10]=[CH:9][N:8]=[C:7]([O:11][CH3:12])[CH:6]=1)[CH2:2][OH:1]. (3) Given the reactants [BH4-].[Li+].C([O:5][C:6](=O)[CH2:7][C:8]1[CH:13]=[CH:12][CH:11]=[C:10]([CH2:14][CH2:15][N:16]([C:21]([O:23][C:24]([CH3:27])([CH3:26])[CH3:25])=[O:22])[CH2:17][CH2:18][O:19][CH3:20])[CH:9]=1)C, predict the reaction product. The product is: [C:24]([O:23][C:21](=[O:22])[N:16]([CH2:15][CH2:14][C:10]1[CH:11]=[CH:12][CH:13]=[C:8]([CH2:7][CH2:6][OH:5])[CH:9]=1)[CH2:17][CH2:18][O:19][CH3:20])([CH3:25])([CH3:27])[CH3:26]. (4) Given the reactants [Cl:1][C:2]1[C:3]([F:44])=[C:4]([C@@H:8]2[C@:12]([C:15]3[CH:20]=[CH:19][C:18]([Cl:21])=[CH:17][C:16]=3[F:22])([C:13]#[N:14])[C@H:11]([CH2:23][C:24]([CH3:27])([CH3:26])[CH3:25])[NH:10][C@H:9]2[C:28]([NH:30][C:31]2[CH:32]=[CH:33][C:34]3[O:38][C:37]([C:39]([O:41]C)=[O:40])=[N:36][C:35]=3[CH:43]=2)=[O:29])[CH:5]=[CH:6][CH:7]=1.O.[OH-].[Li+].Cl, predict the reaction product. The product is: [Cl:1][C:2]1[C:3]([F:44])=[C:4]([C@@H:8]2[C@:12]([C:15]3[CH:20]=[CH:19][C:18]([Cl:21])=[CH:17][C:16]=3[F:22])([C:13]#[N:14])[C@H:11]([CH2:23][C:24]([CH3:27])([CH3:25])[CH3:26])[NH:10][C@H:9]2[C:28]([NH:30][C:31]2[CH:32]=[CH:33][C:34]3[O:38][C:37]([C:39]([OH:41])=[O:40])=[N:36][C:35]=3[CH:43]=2)=[O:29])[CH:5]=[CH:6][CH:7]=1. (5) Given the reactants [N+:1]([C:4]1[C:13]2[C:8](=[CH:9][CH:10]=[CH:11][CH:12]=2)[CH:7]=[CH:6][C:5]=1[CH:14]=O)([O-:3])=[O:2].[C:16](Br)(Br)([Br:18])[Br:17].C1C=CC(P(C2C=CC=CC=2)C2C=CC=CC=2)=CC=1.CCCCCC, predict the reaction product. The product is: [Br:17][C:16]([Br:18])=[CH:14][C:5]1[CH:6]=[CH:7][C:8]2[C:13](=[CH:12][CH:11]=[CH:10][CH:9]=2)[C:4]=1[N+:1]([O-:3])=[O:2]. (6) The product is: [CH2:7]([N:9]1[C:18]2[C:13](=[CH:14][C:15]([F:20])=[C:16]([N:1]3[CH2:6][CH2:5][CH2:4][CH2:3][CH2:2]3)[CH:17]=2)[C:12](=[O:21])[N:11]([OH:22])[C:10]1=[O:23])[CH3:8]. Given the reactants [NH:1]1[CH2:6][CH2:5][CH2:4][CH2:3][CH2:2]1.[CH2:7]([N:9]1[C:18]2[C:13](=[CH:14][C:15]([F:20])=[C:16](F)[CH:17]=2)[C:12](=[O:21])[N:11]([OH:22])[C:10]1=[O:23])[CH3:8].C(N(CC)CC)C, predict the reaction product. (7) The product is: [NH2:1][C:2]1[CH:3]=[C:4]([CH2:10][CH2:11][CH2:12][CH2:13][C:14]([O-:16])=[O:15])[CH:5]=[CH:6][C:7]=1[CH:8]=[O:9].[Li+:18]. Given the reactants [NH2:1][C:2]1[CH:3]=[C:4]([CH2:10][CH2:11][CH2:12][CH2:13][C:14]([O:16]C)=[O:15])[CH:5]=[CH:6][C:7]=1[CH:8]=[O:9].[Li+:18].[OH-], predict the reaction product. (8) Given the reactants [C:1]1([S:7]([N:10]2[C:14]3=[N:15][CH:16]=[CH:17][CH:18]=[C:13]3[CH:12]=[C:11]2[C:19]([C:26]2[CH:31]=[CH:30][C:29]([C:32](=[O:34])[CH3:33])=[CH:28][CH:27]=2)=[CH:20][CH:21]2[CH2:25][CH2:24][CH2:23][CH2:22]2)(=[O:9])=[O:8])[CH:6]=[CH:5][CH:4]=[CH:3][CH:2]=1.[CH3:35][Mg]Cl, predict the reaction product. The product is: [C:1]1([S:7]([N:10]2[C:14]3=[N:15][CH:16]=[CH:17][CH:18]=[C:13]3[CH:12]=[C:11]2[C:19]([C:26]2[CH:27]=[CH:28][C:29]([C:32]([OH:34])([CH3:35])[CH3:33])=[CH:30][CH:31]=2)=[CH:20][CH:21]2[CH2:22][CH2:23][CH2:24][CH2:25]2)(=[O:8])=[O:9])[CH:6]=[CH:5][CH:4]=[CH:3][CH:2]=1.